Dataset: Forward reaction prediction with 1.9M reactions from USPTO patents (1976-2016). Task: Predict the product of the given reaction. (1) Given the reactants [F:1][C:2]1[CH:3]=[CH:4][C:5]([O:20][CH2:21][CH2:22][CH3:23])=[C:6]([NH:8][CH:9]=[C:10]2[C:15](=[O:16])OC(C)(C)OC2=O)[CH:7]=1.C1(OC2C=CC=CC=2)C=CC=CC=1.C(OCC)(=O)C, predict the reaction product. The product is: [F:1][C:2]1[CH:3]=[CH:4][C:5]([O:20][CH2:21][CH2:22][CH3:23])=[C:6]2[C:7]=1[C:15](=[O:16])[CH:10]=[CH:9][NH:8]2. (2) Given the reactants C([O:8][CH2:9][CH:10]([O:20][CH2:21][N:22]1[CH:29]=[C:28]([I:30])[C:26](=[O:27])[NH:25][C:23]1=[O:24])[CH2:11][O:12]CC1C=CC=CC=1)C1C=CC=CC=1.B(Cl)(Cl)Cl.CO.[NH4+].[OH-], predict the reaction product. The product is: [OH:12][CH2:11][CH:10]([O:20][CH2:21][N:22]1[CH:29]=[C:28]([I:30])[C:26](=[O:27])[NH:25][C:23]1=[O:24])[CH2:9][OH:8].